Dataset: Forward reaction prediction with 1.9M reactions from USPTO patents (1976-2016). Task: Predict the product of the given reaction. (1) Given the reactants Cl[CH2:2][C:3]1[CH:19]=[CH:18][C:6]([C:7]([NH:9][C:10]2[CH:15]=[CH:14][C:13]([C:16]#[N:17])=[CH:12][CH:11]=2)=[O:8])=[CH:5][CH:4]=1.[OH:20][C:21]1[C:26]([CH2:27][CH2:28][CH3:29])=[C:25]([OH:30])[CH:24]=[CH:23][C:22]=1[C:31](=[O:33])[CH3:32].C(=O)([O-])[O-].[K+].[K+].C(=O)([O-])[O-].[Cs+].[Cs+], predict the reaction product. The product is: [C:31]([C:22]1[CH:23]=[CH:24][C:25]([O:30][CH2:2][C:3]2[CH:19]=[CH:18][C:6]([C:7]([NH:9][C:10]3[CH:15]=[CH:14][C:13]([C:16]#[N:17])=[CH:12][CH:11]=3)=[O:8])=[CH:5][CH:4]=2)=[C:26]([CH2:27][CH2:28][CH3:29])[C:21]=1[OH:20])(=[O:33])[CH3:32]. (2) Given the reactants [CH3:1][C:2]1[N:18]2[C:5]([CH2:6][C:7]3[C:15]4[CH:14]=[CH:13][CH:12]=[CH:11][C:10]=4[N:9]([CH3:16])[C:8]=3[CH2:17]2)=[C:4]([C:19](OC)=[O:20])[C:3]=1[C:23](OC)=[O:24].[H-].[H-].[H-].[H-].[Li+].[Al+3], predict the reaction product. The product is: [CH3:1][C:2]1[N:18]2[C:5]([CH2:6][C:7]3[C:15]4[CH:14]=[CH:13][CH:12]=[CH:11][C:10]=4[N:9]([CH3:16])[C:8]=3[CH2:17]2)=[C:4]([CH2:19][OH:20])[C:3]=1[CH2:23][OH:24]. (3) Given the reactants [NH2:1][C:2]1[CH:7]=[CH:6][CH:5]=[CH:4][C:3]=1[NH:8][C:9](=O)[CH:10]([CH2:31][C:32]1[CH:40]=[C:39]([CH3:41])[CH:38]2[CH:34]([CH:35]=[N:36][NH:37]2)[CH:33]=1)[CH2:11][C:12](=[O:30])[N:13]1[CH2:18][CH2:17][CH:16]([N:19]2[CH2:28][C:27]3[C:22](=[CH:23][CH:24]=[CH:25][CH:26]=3)[NH:21][C:20]2=[O:29])[CH2:15][CH2:14]1, predict the reaction product. The product is: [NH:1]1[C:2]2[CH:7]=[CH:6][CH:5]=[CH:4][C:3]=2[N:8]=[C:9]1[CH:10]([CH2:31][C:32]1[CH:40]=[C:39]([CH3:41])[CH:38]2[CH:34]([CH:35]=[N:36][NH:37]2)[CH:33]=1)[CH2:11][C:12]([N:13]1[CH2:14][CH2:15][CH:16]([N:19]2[CH2:28][C:27]3[C:22](=[CH:23][CH:24]=[CH:25][CH:26]=3)[NH:21][C:20]2=[O:29])[CH2:17][CH2:18]1)=[O:30]. (4) Given the reactants [CH3:1][CH2:2][O:3][C:4]([C:6]1[N:7]([S:18]([C:21]2[CH:26]=[CH:25][C:24]([CH3:27])=[CH:23][CH:22]=2)(=[O:20])=[O:19])[C:8]2[C:13]([CH:14]=1)=[CH:12][C:11]([C:15]([OH:17])=[O:16])=[CH:10][CH:9]=2)=[O:5], predict the reaction product. The product is: [CH3:1][CH2:2][O:3][C:4]([C:6]1[N:7]([S:18]([C:21]2[CH:22]=[CH:23][C:24]([CH3:27])=[CH:25][CH:26]=2)(=[O:20])=[O:19])[C:8]2[C:13]([CH:14]=1)=[CH:12][C:11]([C:15]([O:17][C:11]([CH3:15])([CH3:12])[CH3:10])=[O:16])=[CH:10][CH:9]=2)=[O:5]. (5) Given the reactants Cl.C1C2C(COC([N:19]3[CH2:24][C@@H:23]([C:25](=[O:44])[N:26]([CH2:30][C:31]4[CH:36]=[CH:35][C:34]([Cl:37])=[C:33]([O:38][CH2:39][CH2:40][CH2:41][O:42][CH3:43])[CH:32]=4)[CH:27]4[CH2:29][CH2:28]4)[CH2:22][C@@H:21]([NH2:45])[CH2:20]3)=O)C3C(=CC=CC=3)C=2C=CC=1.[CH:46]1([C:50](Cl)=[O:51])[CH2:49][CH2:48][CH2:47]1, predict the reaction product. The product is: [Cl:37][C:34]1[CH:35]=[CH:36][C:31]([CH2:30][N:26]([CH:27]2[CH2:29][CH2:28]2)[C:25]([CH:23]2[CH2:22][CH:21]([NH:45][C:50]([CH:46]3[CH2:49][CH2:48][CH2:47]3)=[O:51])[CH2:20][NH:19][CH2:24]2)=[O:44])=[CH:32][C:33]=1[O:38][CH2:39][CH2:40][CH2:41][O:42][CH3:43].